From a dataset of TCR-epitope binding with 47,182 pairs between 192 epitopes and 23,139 TCRs. Binary Classification. Given a T-cell receptor sequence (or CDR3 region) and an epitope sequence, predict whether binding occurs between them. (1) The epitope is FLPRVFSAV. The TCR CDR3 sequence is CASSLPGEDYNEQFF. Result: 1 (the TCR binds to the epitope). (2) The epitope is IVTDFSVIK. The TCR CDR3 sequence is CASSQGGAWQADSYEQYF. Result: 1 (the TCR binds to the epitope). (3) The epitope is LLWNGPMAV. The TCR CDR3 sequence is CASNQGGISYGYTF. Result: 1 (the TCR binds to the epitope). (4) The epitope is IVTDFSVIK. The TCR CDR3 sequence is CASSQGPGQEHYGYTF. Result: 0 (the TCR does not bind to the epitope). (5) The epitope is LLFNKVTLA. The TCR CDR3 sequence is CATSVGSANTGELFF. Result: 0 (the TCR does not bind to the epitope). (6) The epitope is SEETGTLIV. The TCR CDR3 sequence is CASSLSGLGEQFF. Result: 0 (the TCR does not bind to the epitope). (7) The epitope is KLVALGINAV. The TCR CDR3 sequence is CASSMGGNPEQYF. Result: 1 (the TCR binds to the epitope).